From a dataset of Forward reaction prediction with 1.9M reactions from USPTO patents (1976-2016). Predict the product of the given reaction. (1) Given the reactants [NH2:1][C:2]1[CH:3]=[C:4]2[C:9](=[CH:10][CH:11]=1)[C:8]([S:12]([OH:15])(=[O:14])=[O:13])=[CH:7][CH:6]=[CH:5]2.CN1CCOCC1.[C:23]1(=[O:29])[O:28][C:26](=[O:27])[CH2:25][CH2:24]1, predict the reaction product. The product is: [S:12]([C:8]1[CH:7]=[CH:6][CH:5]=[C:4]2[C:9]=1[CH:10]=[CH:11][C:2]([NH:1][C:23](=[O:29])[CH2:24][CH2:25][C:26]([OH:28])=[O:27])=[CH:3]2)([OH:15])(=[O:13])=[O:14]. (2) Given the reactants [C:1]1([C:7]#[C:8][C:9]2[CH:10]=[C:11]([CH:15]=O)[CH:12]=[N:13][CH:14]=2)[CH:6]=[CH:5][CH:4]=[CH:3][CH:2]=1.C(=O)([O-])[O-].[K+].[K+].[ClH:23].[O:24]([NH2:26])[CH3:25], predict the reaction product. The product is: [ClH:23].[CH3:25][O:24]/[N:26]=[CH:15]/[C:11]1[CH:12]=[N:13][CH:14]=[C:9]([C:8]#[C:7][C:1]2[CH:2]=[CH:3][CH:4]=[CH:5][CH:6]=2)[CH:10]=1.